This data is from Catalyst prediction with 721,799 reactions and 888 catalyst types from USPTO. The task is: Predict which catalyst facilitates the given reaction. (1) Reactant: [CH2:1]([Li])[CH2:2][CH2:3][CH3:4].C(N[CH:10]([CH3:12])C)(C)C.Cl[C:14]1[CH:23]=[CH:22][C:21]2[C:16](=[C:17]([C:24]([F:27])([F:26])[F:25])[CH:18]=[CH:19][CH:20]=2)[N:15]=1.C(OCC)=[O:29]. Product: [C:4]1([CH:22]=[CH:23][C:14]([NH:15][C:16]2[CH:21]=[CH:20][CH:19]=[CH:18][C:17]=2[C:24]([F:25])([F:26])[F:27])=[O:29])[CH:12]=[CH:10][CH:1]=[CH:2][CH:3]=1. The catalyst class is: 1. (2) Reactant: [CH:1]1([C:4]([NH:6][C:7]2[N:8]=[C:9]3[CH:14]=[CH:13][C:12]([O:15][C:16]4[CH:17]=[CH:18][C:19]([F:32])=[C:20]([NH:22][C:23]([C:25]5[N:29]([CH3:30])[N:28]=[C:27]([CH3:31])[CH:26]=5)=[O:24])[CH:21]=4)=[N:11][N:10]3[CH:33]=2)=[O:5])[CH2:3][CH2:2]1.O1CCCC1.O.[C:40]1([CH3:50])[CH:45]=[CH:44][C:43]([S:46]([OH:49])(=[O:48])=[O:47])=[CH:42][CH:41]=1. Product: [C:40]1([CH3:50])[CH:41]=[CH:42][C:43]([S:46]([OH:49])(=[O:47])=[O:48])=[CH:44][CH:45]=1.[CH:1]1([C:4]([NH:6][C:7]2[N:8]=[C:9]3[CH:14]=[CH:13][C:12]([O:15][C:16]4[CH:17]=[CH:18][C:19]([F:32])=[C:20]([NH:22][C:23]([C:25]5[N:29]([CH3:30])[N:28]=[C:27]([CH3:31])[CH:26]=5)=[O:24])[CH:21]=4)=[N:11][N:10]3[CH:33]=2)=[O:5])[CH2:3][CH2:2]1. The catalyst class is: 8.